Dataset: Forward reaction prediction with 1.9M reactions from USPTO patents (1976-2016). Task: Predict the product of the given reaction. (1) Given the reactants [F:1][C:2]1[CH:11]=[C:10]2[C:5]([CH:6]=[CH:7][NH:8][C:9]2=[O:12])=[CH:4][C:3]=1[O:13][CH3:14].C1C(=O)N([Br:22])C(=O)C1, predict the reaction product. The product is: [Br:22][C:6]1[C:5]2[C:10](=[CH:11][C:2]([F:1])=[C:3]([O:13][CH3:14])[CH:4]=2)[C:9](=[O:12])[NH:8][CH:7]=1. (2) Given the reactants Br[C:2]1[C:7]2[S:8][C:9]([C:11]3[C:16]([Cl:17])=[CH:15][CH:14]=[CH:13][C:12]=3[Cl:18])=[N:10][C:6]=2[CH:5]=[CH:4][N:3]=1.[NH:19]1[CH:23]=[C:22]([NH2:24])[CH:21]=[N:20]1.CC1(C)C2C(=C(P(C3C=CC=CC=3)C3C=CC=CC=3)C=CC=2)OC2C(P(C3C=CC=CC=3)C3C=CC=CC=3)=CC=CC1=2.C([O-])([O-])=O.[Cs+].[Cs+], predict the reaction product. The product is: [Cl:18][C:12]1[CH:13]=[CH:14][CH:15]=[C:16]([Cl:17])[C:11]=1[C:9]1[S:8][C:7]2[C:2]([NH:24][C:22]3[CH:23]=[N:19][NH:20][CH:21]=3)=[N:3][CH:4]=[CH:5][C:6]=2[N:10]=1. (3) Given the reactants CO[CH:3](OC)[N:4]([CH3:6])[CH3:5].[Br:9][C:10]1[CH:11]=[C:12]([C:16](=[O:18])[CH3:17])[CH:13]=[N:14][CH:15]=1, predict the reaction product. The product is: [Br:9][C:10]1[CH:11]=[C:12]([C:16](=[O:18])[CH:17]=[CH:3][N:4]([CH3:5])[CH3:6])[CH:13]=[N:14][CH:15]=1. (4) Given the reactants [CH2:1]([O:3][C:4](=[O:15])[C:5]1[CH:10]=[CH:9][C:8]([I:11])=[C:7]([N+:12]([O-])=O)[CH:6]=1)[CH3:2].[Sn](Cl)Cl, predict the reaction product. The product is: [CH2:1]([O:3][C:4](=[O:15])[C:5]1[CH:10]=[CH:9][C:8]([I:11])=[C:7]([NH2:12])[CH:6]=1)[CH3:2]. (5) Given the reactants [Br:1][C:2]1[CH:14]=[CH:13][C:5]([C:6]([N:8]([CH2:11][CH3:12])[CH2:9][CH3:10])=[O:7])=[C:4](C)[CH:3]=1.[Li+].CC([N-]C(C)C)C.[F:24][C:25]([F:33])([F:32])[C:26](N(OC)C)=[O:27], predict the reaction product. The product is: [Br:1][C:2]1[CH:3]=[CH:4][C:5]([C:6]([N:8]([CH2:9][CH3:10])[CH2:11][CH3:12])=[O:7])=[C:13]([C:26](=[O:27])[C:25]([F:24])([F:32])[F:33])[CH:14]=1. (6) Given the reactants [CH3:1][C:2]1[C:7]([CH3:8])=[CH:6][CH:5]=[CH:4][C:3]=1B(O)O.Cl[C:13]1[N:18]=[C:17]([NH2:19])[N:16]=[C:15]([NH:20][CH:21]2[CH2:23][CH2:22]2)[CH:14]=1, predict the reaction product. The product is: [CH:21]1([NH:20][C:15]2[CH:14]=[C:13]([C:3]3[CH:4]=[CH:5][CH:6]=[C:7]([CH3:8])[C:2]=3[CH3:1])[N:18]=[C:17]([NH2:19])[N:16]=2)[CH2:23][CH2:22]1. (7) The product is: [Br:21][C:14]1[N:3]2[CH2:4][CH2:5][N:6]([C:7]([O:9][C:10]([CH3:13])([CH3:12])[CH3:11])=[O:8])[CH2:1][C:2]2=[C:16]([C:17]([O:19][CH3:20])=[O:18])[CH:15]=1. Given the reactants [CH2:1]1[N:6]([C:7]([O:9][C:10]([CH3:13])([CH3:12])[CH3:11])=[O:8])[CH2:5][CH2:4][N:3]2[CH:14]=[CH:15][C:16]([C:17]([O:19][CH3:20])=[O:18])=[C:2]12.[Br:21]N1C(=O)CCC1=O.C(=O)([O-])O.[Na+].S([O-])([O-])(=O)=O.[Na+].[Na+], predict the reaction product. (8) Given the reactants Cl[C:2]1[N:3]=[C:4](Cl)[C:5]2[S:10][CH:9]=[CH:8][C:6]=2[N:7]=1.[CH2:12]([NH2:16])[CH2:13][CH2:14][NH2:15].[O:17]1[C:23]2[CH:24]=[CH:25][CH:26]=[CH:27][C:22]=2[CH2:21][NH:20][CH2:19][CH2:18]1, predict the reaction product. The product is: [O:17]1[C:23]2[CH:24]=[CH:25][CH:26]=[CH:27][C:22]=2[CH2:21][N:20]([C:2]2[N:3]=[C:4]([NH:15][CH2:14][CH2:13][CH2:12][NH2:16])[C:5]3[S:10][CH:9]=[CH:8][C:6]=3[N:7]=2)[CH2:19][CH2:18]1. (9) Given the reactants [CH2:1]([O:3][C:4](=[O:22])[CH2:5][CH2:6][CH2:7][CH2:8][CH2:9][O:10][C:11]1[CH:16]=[C:15]([CH:17]=[O:18])[CH:14]=[CH:13][C:12]=1[N+:19]([O-])=O)[CH3:2].O, predict the reaction product. The product is: [CH2:1]([O:3][C:4](=[O:22])[CH2:5][CH2:6][CH2:7][CH2:8][CH2:9][O:10][C:11]1[CH:16]=[C:15]([CH:17]=[O:18])[CH:14]=[CH:13][C:12]=1[NH2:19])[CH3:2].